Dataset: Kir2.1 potassium channel HTS with 301,493 compounds. Task: Binary Classification. Given a drug SMILES string, predict its activity (active/inactive) in a high-throughput screening assay against a specified biological target. The drug is S(=O)(=O)(N(CC(=O)Nc1c(cc(cc1)C)C)C)c1cc2n(c(=O)c(=O)n(c2cc1)C)C. The result is 0 (inactive).